From a dataset of Catalyst prediction with 721,799 reactions and 888 catalyst types from USPTO. Predict which catalyst facilitates the given reaction. (1) The catalyst class is: 211. Reactant: [BrH:1].[CH3:2][C:3]1[CH:4]=[CH:5][C:6]([NH:9][CH:10]2[CH2:15][CH2:14][N:13](C(OCC)=O)[CH2:12][CH2:11]2)=[N:7][CH:8]=1.CO.C(OCC)(=O)C. Product: [BrH:1].[BrH:1].[CH3:2][C:3]1[CH:4]=[CH:5][C:6]([NH:9][CH:10]2[CH2:15][CH2:14][NH:13][CH2:12][CH2:11]2)=[N:7][CH:8]=1. (2) Reactant: [CH2:1]([CH:3]1[CH2:7][CH:6]([C:8](OC)=[O:9])[CH2:5][CH:4]1[C:12]([OH:14])=[O:13])[CH3:2].[Li+].[BH4-].O. Product: [CH2:1]([CH:3]1[CH2:7][CH:6]([CH2:8][OH:9])[CH2:5][CH:4]1[C:12]([OH:14])=[O:13])[CH3:2]. The catalyst class is: 1. (3) Reactant: FC(F)(F)S(O[C:7]1[C:8]([Br:19])=[C:9]2[C:14](=[CH:15][C:16]=1[CH3:17])[N:13]=[C:12]([CH3:18])[CH:11]=[CH:10]2)(=O)=O.[CH2:22]([Sn](CCCC)(CCCC)C=C)[CH2:23]CC.[Cl-].[Li+]. Product: [Br:19][C:8]1[C:7]([CH:22]=[CH2:23])=[C:16]([CH3:17])[CH:15]=[C:14]2[C:9]=1[CH:10]=[CH:11][C:12]([CH3:18])=[N:13]2. The catalyst class is: 233. (4) Reactant: [OH-].[K+].[I:3][C:4]1[C:8]2=[N:9][CH:10]=[CH:11][C:12]([CH3:13])=[C:7]2[NH:6][CH:5]=1.[CH3:14][O:15][CH2:16][CH2:17]Br.CCOC(C)=O. Product: [I:3][C:4]1[C:8]2=[N:9][CH:10]=[CH:11][C:12]([CH3:13])=[C:7]2[N:6]([CH2:17][CH2:16][O:15][CH3:14])[CH:5]=1. The catalyst class is: 16. (5) Reactant: C[Li].[CH3:3][N:4]([CH3:14])[S:5]([N:8]1[CH:12]=[C:11](Br)[CH:10]=[N:9]1)(=[O:7])=[O:6].[B:15](OCC)([O:19]CC)[O:16]CC. Product: [CH3:3][N:4]([CH3:14])[S:5]([N:8]1[CH:12]=[C:11]([B:15]([OH:19])[OH:16])[CH:10]=[N:9]1)(=[O:7])=[O:6]. The catalyst class is: 1.